From a dataset of Forward reaction prediction with 1.9M reactions from USPTO patents (1976-2016). Predict the product of the given reaction. (1) Given the reactants [F:1][C:2]1[CH:7]=[CH:6][C:5]([C:8]2[C:12]([C:13](O)=[O:14])=[C:11]([CH2:16][O:17][CH3:18])[O:10][N:9]=2)=[CH:4][CH:3]=1.S(Cl)([Cl:21])=O, predict the reaction product. The product is: [F:1][C:2]1[CH:7]=[CH:6][C:5]([C:8]2[C:12]([C:13]([Cl:21])=[O:14])=[C:11]([CH2:16][O:17][CH3:18])[O:10][N:9]=2)=[CH:4][CH:3]=1. (2) Given the reactants [CH3:1][O:2][C:3]1[CH:4]=[C:5]([CH:7]=[C:8]([O:12][CH3:13])[C:9]=1[O:10][CH3:11])N.C(C1C=C(C=C(C(O)=O)C=1)[NH2:20])(O)=O, predict the reaction product. The product is: [CH3:1][O:2][CH:3]1[CH:9]([O:10][CH3:11])[CH:8]([O:12][CH3:13])[CH2:7][CH2:5][CH:4]1[NH2:20]. (3) Given the reactants [NH2:1][C:2]1[CH:3]=[C:4]([C:8]([C:10]2[C:18]3[CH:17]=[N:16][CH:15]=[N:14][C:13]=3[N:12]([CH3:19])[CH:11]=2)=[O:9])[CH:5]=[N:6][CH:7]=1.[Cl:20][C:21]1[CH:26]=[CH:25][CH:24]=[CH:23][C:22]=1[CH2:27][CH2:28][C:29](O)=[O:30], predict the reaction product. The product is: [Cl:20][C:21]1[CH:26]=[CH:25][CH:24]=[CH:23][C:22]=1[CH2:27][CH2:28][C:29]([NH:1][C:2]1[CH:7]=[N:6][CH:5]=[C:4]([C:8]([C:10]2[C:18]3[CH:17]=[N:16][CH:15]=[N:14][C:13]=3[N:12]([CH3:19])[CH:11]=2)=[O:9])[CH:3]=1)=[O:30]. (4) Given the reactants [C:1]([N:4]1[C@@H:10]([CH3:11])[C@H:9]([NH:12][C:13](=[O:25])[C@@H:14]([N:16](C)[C:17](=O)OC(C)(C)C)[CH3:15])[C:8](=[O:26])[N:7]([CH2:27][C:28]2[CH:33]=[C:32]([Br:34])[CH:31]=[CH:30][C:29]=2[O:35][CH3:36])[C:6]2[CH:37]=[CH:38][C:39]([C:41]#[N:42])=[CH:40][C:5]1=2)(=[O:3])[CH3:2].[ClH:43], predict the reaction product. The product is: [ClH:43].[C:1]([N:4]1[C@@H:10]([CH3:11])[C@H:9]([NH:12][C:13](=[O:25])[C@@H:14]([NH:16][CH3:17])[CH3:15])[C:8](=[O:26])[N:7]([CH2:27][C:28]2[CH:33]=[C:32]([Br:34])[CH:31]=[CH:30][C:29]=2[O:35][CH3:36])[C:6]2[CH:37]=[CH:38][C:39]([C:41]#[N:42])=[CH:40][C:5]1=2)(=[O:3])[CH3:2]. (5) Given the reactants C([O:8][C:9]1[CH:18]=[C:17]2[C:12]([C:13]([C:19](=[O:21])[CH3:20])=[CH:14][CH:15]=[N:16]2)=[CH:11][C:10]=1[O:22][CH3:23])C1C=CC=CC=1.CS(O)(=O)=O, predict the reaction product. The product is: [OH:8][C:9]1[CH:18]=[C:17]2[C:12]([C:13]([C:19](=[O:21])[CH3:20])=[CH:14][CH:15]=[N:16]2)=[CH:11][C:10]=1[O:22][CH3:23]. (6) Given the reactants [OH:1][C@@H:2]1[C@H:18]2[C@@H:9]([CH2:10][CH2:11][C:12]3[C@:17]2([CH3:19])[CH:16]=[CH:15][C:14](=[O:20])[CH:13]=3)[C@H:8]2[C@@:4]([CH3:27])([C@@:5]([OH:26])([C:22](=[O:25])CO)[C@H:6]([OH:21])[CH2:7]2)[CH2:3]1.O=O.[K+].[O:31]1CCOCCOCCOCCOCCOCC1.O, predict the reaction product. The product is: [OH:1][C@@H:2]1[C@H:18]2[C@@H:9]([CH2:10][CH2:11][C:12]3[C@:17]2([CH3:19])[CH:16]=[CH:15][C:14](=[O:20])[CH:13]=3)[C@H:8]2[C@@:4]([CH3:27])([C@@:5]([OH:26])([C:22]([OH:25])=[O:31])[C@H:6]([OH:21])[CH2:7]2)[CH2:3]1.